From a dataset of Forward reaction prediction with 1.9M reactions from USPTO patents (1976-2016). Predict the product of the given reaction. (1) Given the reactants [CH3:1][C:2]1[CH:7]=[CH:6][C:5]([CH3:8])=[CH:4][C:3]=1[OH:9].C(N(CC)CC)C.[Cl-].[Mg+2].[Cl-].[CH2:20]=[O:21], predict the reaction product. The product is: [CH3:1][C:2]1[C:3]([OH:9])=[C:4]([C:5]([CH3:8])=[CH:6][CH:7]=1)[CH:20]=[O:21]. (2) Given the reactants Cl[C:2]1[N:7]=[C:6]([CH2:8][C:9]([C:11]2[CH:12]=[C:13]([NH:17][C:18](=[O:27])[C:19]3[C:24]([F:25])=[CH:23][CH:22]=[CH:21][C:20]=3[F:26])[CH:14]=[CH:15][CH:16]=2)=[O:10])[CH:5]=[CH:4][N:3]=1.CC(O)C.[F:32][C:33]([F:48])([F:47])[C:34]([N:36]1[CH2:45][CH2:44][C:43]2[C:38](=[CH:39][C:40]([NH2:46])=[CH:41][CH:42]=2)[CH2:37]1)=[O:35].C([O-])(O)=O.[Na+], predict the reaction product. The product is: [F:26][C:20]1[CH:21]=[CH:22][CH:23]=[C:24]([F:25])[C:19]=1[C:18]([NH:17][C:13]1[CH:14]=[CH:15][CH:16]=[C:11]([C:9](=[O:10])[CH2:8][C:6]2[CH:5]=[CH:4][N:3]=[C:2]([NH:46][C:40]3[CH:39]=[C:38]4[C:43]([CH2:44][CH2:45][N:36]([C:34](=[O:35])[C:33]([F:48])([F:32])[F:47])[CH2:37]4)=[CH:42][CH:41]=3)[N:7]=2)[CH:12]=1)=[O:27]. (3) Given the reactants [C:1]([O:5][C:6](=[O:30])[CH2:7][CH2:8][N:9]([C:23]([O:25][C:26]([CH3:29])([CH3:28])[CH3:27])=[O:24])[CH2:10][C:11]([N:13]1[C:21]2[C:16](=[CH:17][C:18]([OH:22])=[CH:19][CH:20]=2)[CH2:15][CH2:14]1)=[O:12])([CH3:4])([CH3:3])[CH3:2].Cl[CH2:32][C:33]1[CH:38]=[CH:37][C:36]([CH:39]2[CH2:42][CH2:41][CH2:40]2)=[C:35]([C:43]([F:46])([F:45])[F:44])[CH:34]=1.C(=O)([O-])[O-].[K+].[K+], predict the reaction product. The product is: [C:1]([O:5][C:6](=[O:30])[CH2:7][CH2:8][N:9]([C:23]([O:25][C:26]([CH3:29])([CH3:28])[CH3:27])=[O:24])[CH2:10][C:11]([N:13]1[C:21]2[C:16](=[CH:17][C:18]([O:22][CH2:32][C:33]3[CH:38]=[CH:37][C:36]([CH:39]4[CH2:40][CH2:41][CH2:42]4)=[C:35]([C:43]([F:44])([F:45])[F:46])[CH:34]=3)=[CH:19][CH:20]=2)[CH2:15][CH2:14]1)=[O:12])([CH3:4])([CH3:3])[CH3:2].